From a dataset of Full USPTO retrosynthesis dataset with 1.9M reactions from patents (1976-2016). Predict the reactants needed to synthesize the given product. (1) The reactants are: [NH2:1][C:2]1[CH:7]=[C:6]([C:8]2[C:13]([F:14])=[CH:12][C:11]([Cl:15])=[C:10]([F:16])[C:9]=2[CH3:17])[N:5]=[C:4]([C:18]([O:20]C)=[O:19])[C:3]=1[Cl:22].[OH-].[Na+].Cl. Given the product [NH2:1][C:2]1[CH:7]=[C:6]([C:8]2[C:13]([F:14])=[CH:12][C:11]([Cl:15])=[C:10]([F:16])[C:9]=2[CH3:17])[N:5]=[C:4]([C:18]([OH:20])=[O:19])[C:3]=1[Cl:22], predict the reactants needed to synthesize it. (2) Given the product [CH2:18]([C:17]1[CH:37]=[CH:38][C:14]([C:12]2[S:13][C:6]3[C:7](=[N:8][CH:9]=[CH:10][C:5]=3[O:4][C:3]3[CH:39]=[CH:40][C:41]([NH:43][C:44]([NH:46][C:47]4[CH:51]=[C:50]([CH3:52])[O:49][N:48]=4)=[O:45])=[CH:42][C:2]=3[F:1])[CH:11]=2)=[CH:15][CH:16]=1)[NH:19][CH2:27][CH2:28][O:29][CH2:30][CH2:31][O:32][CH2:33][CH2:34][O:35][CH3:36], predict the reactants needed to synthesize it. The reactants are: [F:1][C:2]1[CH:42]=[C:41]([NH:43][C:44]([NH:46][C:47]2[CH:51]=[C:50]([CH3:52])[O:49][N:48]=2)=[O:45])[CH:40]=[CH:39][C:3]=1[O:4][C:5]1[CH:10]=[CH:9][N:8]=[C:7]2[CH:11]=[C:12]([C:14]3[CH:38]=[CH:37][C:17]([CH2:18][N:19]([CH2:27][CH2:28][O:29][CH2:30][CH2:31][O:32][CH2:33][CH2:34][O:35][CH3:36])C(=O)OC(C)(C)C)=[CH:16][CH:15]=3)[S:13][C:6]=12.FC(F)(F)C(O)=O. (3) Given the product [C:1]1([C:7](=[N:14][C:15]2[CH:16]=[N:17][CH:18]=[C:19]([CH:26]=2)[CH:20]=[O:21])[C:8]2[CH:13]=[CH:12][CH:11]=[CH:10][CH:9]=2)[CH:6]=[CH:5][CH:4]=[CH:3][CH:2]=1, predict the reactants needed to synthesize it. The reactants are: [C:1]1([C:7](=[N:14][C:15]2[CH:16]=[N:17][CH:18]=[C:19]([CH:26]=2)[C:20](N(OC)C)=[O:21])[C:8]2[CH:13]=[CH:12][CH:11]=[CH:10][CH:9]=2)[CH:6]=[CH:5][CH:4]=[CH:3][CH:2]=1.[H-].C([Al+]C(C)C)(C)C.O.C(OCC)(=O)C. (4) Given the product [Cl:11][C:10]1[C:4]2[N:3]=[C:2]([N:27]3[CH2:28][CH2:29][N:24]([C:19]4[C:18]([C:17]([F:31])([F:16])[F:30])=[CH:23][CH:22]=[CH:21][N:20]=4)[CH2:25][CH2:26]3)[NH:6][C:5]=2[CH:7]=[C:8]([C:12]([F:15])([F:14])[F:13])[CH:9]=1, predict the reactants needed to synthesize it. The reactants are: Cl[C:2]1[NH:6][C:5]2[CH:7]=[C:8]([C:12]([F:15])([F:14])[F:13])[CH:9]=[C:10]([Cl:11])[C:4]=2[N:3]=1.[F:16][C:17]([F:31])([F:30])[C:18]1[C:19]([N:24]2[CH2:29][CH2:28][NH:27][CH2:26][CH2:25]2)=[N:20][CH:21]=[CH:22][CH:23]=1. (5) The reactants are: [Na+:1].[CH:2]([C:4]1[CH:9]=[CH:8][CH:7]=[CH:6][C:5]=1[S:10]([O-:13])(=[O:12])=[O:11])=O.N(C1N=CC=CC=1[C:18](O)=[O:19])N.[OH:25][N:26]1[C:30](=[O:31])[CH2:29][CH2:28][C:27]1=[O:32].C1([N:39]=[C:40]=[N:41][CH:42]2[CH2:47][CH2:46][CH2:45]CC2)CCCCC1.C[N:49](C)C=O. Given the product [O:32]=[C:27]1[CH2:28][CH2:29][C:30](=[O:31])[N:26]1[O:25][C:18]([C:47]1[CH:46]=[CH:45][C:40]([NH:39][N:49]=[CH:2][C:4]2[CH:9]=[CH:8][CH:7]=[CH:6][C:5]=2[S:10]([O-:13])(=[O:12])=[O:11])=[N:41][CH:42]=1)=[O:19].[Na+:1], predict the reactants needed to synthesize it. (6) Given the product [C:25]([OH:31])([C:27]([F:30])([F:29])[F:28])=[O:26].[CH3:87][O:88][C:4](=[O:8])[NH:5][C@H:27]([C:25]([N:62]1[CH2:63][CH2:64][CH2:65][C@H:61]1[C:59]1[NH:58][CH:57]=[C:56]([C:51]2[CH:50]=[CH:49][C:48]3[C:53](=[CH:54][CH:55]=[C:46]([C:43]4[CH:44]=[CH:45][C:39]5[NH:38][C:37]([C@@H:33]6[CH2:34][CH2:35][CH2:36][N:32]6[C:81](=[O:82])[C@@H:80]([NH:79][C:77]([O:76][CH3:75])=[O:78])[CH:84]([CH3:86])[CH3:85])=[N:41][C:40]=5[CH:42]=4)[CH:47]=3)[CH:52]=2)[N:60]=1)=[O:26])[CH:72]([CH3:73])[CH3:74], predict the reactants needed to synthesize it. The reactants are: CN([C:4]([O:8]N1N=NC2C=CC=NC1=2)=[N+:5](C)C)C.F[P-](F)(F)(F)(F)F.[C:25]([OH:31])([C:27]([F:30])([F:29])[F:28])=[O:26].[NH:32]1[CH2:36][CH2:35][CH2:34][C@H:33]1[C:37]1[NH:41][C:40]2[CH:42]=[C:43]([C:46]3[CH:55]=[CH:54][C:53]4[C:48](=[CH:49][CH:50]=[C:51]([C:56]5[NH:60][C:59]([C@@H:61]6[CH2:65][CH2:64][CH2:63][NH:62]6)=[N:58][CH:57]=5)[CH:52]=4)[CH:47]=3)[CH:44]=[CH:45][C:39]=2[N:38]=1.C(N([CH:72]([CH3:74])[CH3:73])CC)(C)C.[CH3:75][O:76][C:77]([NH:79][C@@H:80]([CH:84]([CH3:86])[CH3:85])[C:81](O)=[O:82])=[O:78].[CH3:87][OH:88].